From a dataset of Catalyst prediction with 721,799 reactions and 888 catalyst types from USPTO. Predict which catalyst facilitates the given reaction. (1) Reactant: C([Li])CCC.C(NC(C)C)(C)C.[F:13][C:14]1[CH:15]=[C:16]([CH:19]=[C:20]([F:22])[CH:21]=1)[C:17]#[N:18].Cl[Si:24]([CH3:27])([CH3:26])[CH3:25]. Product: [F:13][C:14]1[CH:15]=[C:16]([CH:19]=[C:20]([F:22])[C:21]=1[Si:24]([CH3:27])([CH3:26])[CH3:25])[C:17]#[N:18]. The catalyst class is: 20. (2) Reactant: [F:1][C:2]([F:33])([F:32])[CH2:3][O:4][C:5]1[CH:31]=[CH:30][C:8]([O:9][C:10]2[CH:11]=[C:12]([CH:27]=[CH:28][CH:29]=2)[CH:13]=[C:14]2[CH2:19][CH2:18][N:17](C(OC(C)(C)C)=O)[CH2:16][CH2:15]2)=[CH:7][CH:6]=1.FC(F)(F)C(O)=O. Product: [F:33][C:2]([F:1])([F:32])[CH2:3][O:4][C:5]1[CH:6]=[CH:7][C:8]([O:9][C:10]2[CH:11]=[C:12]([CH:27]=[CH:28][CH:29]=2)[CH:13]=[C:14]2[CH2:15][CH2:16][NH:17][CH2:18][CH2:19]2)=[CH:30][CH:31]=1. The catalyst class is: 4.